Task: Predict the product of the given reaction.. Dataset: Forward reaction prediction with 1.9M reactions from USPTO patents (1976-2016) Given the reactants Br[C:2]1[C:11]2[C:6](=[CH:7][CH:8]=[CH:9][CH:10]=2)[C:5](=[O:12])[O:4][C:3]=1[CH2:13][OH:14].[F:15][C:16]1[CH:17]=[C:18](B(O)O)[CH:19]=[CH:20][CH:21]=1.C([O-])([O-])=O.[Cs+].[Cs+], predict the reaction product. The product is: [F:15][C:16]1[CH:21]=[C:20]([C:2]2[C:11]3[C:6](=[CH:7][CH:8]=[CH:9][CH:10]=3)[C:5](=[O:12])[O:4][C:3]=2[CH2:13][OH:14])[CH:19]=[CH:18][CH:17]=1.